Dataset: CYP1A2 inhibition data for predicting drug metabolism from PubChem BioAssay. Task: Regression/Classification. Given a drug SMILES string, predict its absorption, distribution, metabolism, or excretion properties. Task type varies by dataset: regression for continuous measurements (e.g., permeability, clearance, half-life) or binary classification for categorical outcomes (e.g., BBB penetration, CYP inhibition). Dataset: cyp1a2_veith. (1) The molecule is NC[C@H](CS(=O)(=O)O)c1ccc(Cl)cc1. The result is 0 (non-inhibitor). (2) The compound is CCCc1nnc(NC(=O)CN2C(=O)C3C4C=CC(C4)C3C2=O)s1. The result is 0 (non-inhibitor). (3) The compound is Cc1cnnn1-c1ccc(C(=O)CCl)cc1. The result is 1 (inhibitor). (4) The molecule is COc1ccc(S(=O)(=O)N2CCCN(CC(=O)C(C)(C)C)CC2)cc1. The result is 0 (non-inhibitor). (5) The molecule is O=C(c1cc2sccc2n1Cc1ccccc1)N1CCN(c2nc3ccccc3s2)CC1. The result is 0 (non-inhibitor). (6) The compound is CCOC(=O)c1ccc(-c2ccc(CO)o2)cc1. The result is 1 (inhibitor). (7) The drug is CCN(CC)C1=NC(=[N+](CC)CC)c2ccccc21.[O-][Cl+3]([O-])([O-])[O-]. The result is 1 (inhibitor). (8) The molecule is COc1ccc2cc(CCNC(=O)C3CC3)c(=O)[nH]c2c1. The result is 1 (inhibitor). (9) The compound is C/C(=N\OC(=O)NC(C)C)c1sc(-c2ccc(Cl)cc2)nc1C. The result is 1 (inhibitor).